Task: Predict the reactants needed to synthesize the given product.. Dataset: Full USPTO retrosynthesis dataset with 1.9M reactions from patents (1976-2016) (1) Given the product [NH:2]1[C:3]2[C:8](=[CH:7][CH:6]=[C:5]([C:10](=[O:12])[CH3:11])[CH:4]=2)[CH:9]=[N:13]1, predict the reactants needed to synthesize it. The reactants are: Cl.[NH2:2][C:3]1[CH:4]=[C:5]([C:10](=[O:12])[CH3:11])[CH:6]=[CH:7][C:8]=1[CH3:9].[N:13]([O-])=O.[Na+].CC([O-])=O.[K+]. (2) Given the product [Cl:1][C:2]1[CH:7]=[CH:6][C:5]([C@H:8]2[C@@:10]3([C:18]4[C:13](=[CH:14][CH:15]=[CH:16][CH:17]=4)[N:12]([C:19]4[N:20]=[CH:21][N:22]([CH2:28][C:27]([OH:30])=[O:26])[CH:23]=4)[C:11]3=[O:24])[CH2:9]2)=[CH:4][CH:3]=1, predict the reactants needed to synthesize it. The reactants are: [Cl:1][C:2]1[CH:7]=[CH:6][C:5]([C@@H:8]2[C@:10]3([C:18]4[C:13](=[CH:14][CH:15]=[CH:16][CH:17]=4)[N:12]([C:19]4[N:20]=[CH:21][NH:22][CH:23]=4)[C:11]3=[O:24])[CH2:9]2)=[CH:4][CH:3]=1.C[O:26][C:27](=[O:30])[CH2:28]Br.[OH-].[K+]. (3) Given the product [CH2:10]([N:9]([CH2:12][CH3:13])[CH2:8][CH2:7][O:6][C:5]1[CH:14]=[CH:15][C:2]([C:17]#[C:16][Si:18]([CH3:21])([CH3:20])[CH3:19])=[CH:3][CH:4]=1)[CH3:11], predict the reactants needed to synthesize it. The reactants are: Br[C:2]1[CH:15]=[CH:14][C:5]([O:6][CH2:7][CH2:8][N:9]([CH2:12][CH3:13])[CH2:10][CH3:11])=[CH:4][CH:3]=1.[C:16]([Si:18]([CH3:21])([CH3:20])[CH3:19])#[CH:17]. (4) Given the product [C:11]([O:15][C:16]([NH:18][C:19]1[CH:24]=[CH:23][CH:22]=[CH:21][C:20]=1[NH:25][C:26](=[O:40])[C:27]1[CH:32]=[CH:31][C:30]([C:33]2[CH:38]=[CH:37][N:36]=[C:35]([NH:1][CH2:2][CH2:3][CH2:4][N:5]3[CH2:10][CH2:9][CH2:8][CH2:7][CH2:6]3)[N:34]=2)=[CH:29][CH:28]=1)=[O:17])([CH3:14])([CH3:12])[CH3:13], predict the reactants needed to synthesize it. The reactants are: [NH2:1][CH2:2][CH2:3][CH2:4][N:5]1[CH2:10][CH2:9][CH2:8][CH2:7][CH2:6]1.[C:11]([O:15][C:16]([NH:18][C:19]1[CH:24]=[CH:23][CH:22]=[CH:21][C:20]=1[NH:25][C:26](=[O:40])[C:27]1[CH:32]=[CH:31][C:30]([C:33]2[CH:38]=[CH:37][N:36]=[C:35](Cl)[N:34]=2)=[CH:29][CH:28]=1)=[O:17])([CH3:14])([CH3:13])[CH3:12]. (5) Given the product [CH3:16][C:14]([O:17][C:18]([N:20]([C:38]([O:40][C:41]([CH3:44])([CH3:43])[CH3:42])=[O:39])[N:21]([C:29]1[C:34]([F:35])=[C:33]([N:10]2[CH2:11][CH2:12][N:7]3[C@@H:8]([CH2:3][O:4][CH2:5][CH2:6]3)[CH2:9]2)[N:32]=[C:31]([Cl:37])[N:30]=1)[C:22]([O:24][C:25]([CH3:26])([CH3:27])[CH3:28])=[O:23])=[O:19])([CH3:13])[CH3:15], predict the reactants needed to synthesize it. The reactants are: Cl.Cl.[CH2:3]1[C@H:8]2[CH2:9][NH:10][CH2:11][CH2:12][N:7]2[CH2:6][CH2:5][O:4]1.[CH3:13][C:14]([O:17][C:18]([N:20]([C:38]([O:40][C:41]([CH3:44])([CH3:43])[CH3:42])=[O:39])[N:21]([C:29]1[C:34]([F:35])=[C:33](Cl)[N:32]=[C:31]([Cl:37])[N:30]=1)[C:22]([O:24][C:25]([CH3:28])([CH3:27])[CH3:26])=[O:23])=[O:19])([CH3:16])[CH3:15].C(N(CC)C(C)C)(C)C. (6) Given the product [CH:34]1([C:32]2[N:33]=[C:27]([CH:15]3[CH2:14][CH:13]([C:4]4[CH:5]=[CH:6][C:7]([O:8][C:9]([F:12])([F:11])[F:10])=[C:2]([CH3:1])[CH:3]=4)[CH2:18][N:17]([C:19]([N:21]4[CH2:26][CH2:25][O:24][CH2:23][CH2:22]4)=[O:20])[CH2:16]3)[O:29][N:31]=2)[CH2:36][CH2:35]1, predict the reactants needed to synthesize it. The reactants are: [CH3:1][C:2]1[CH:3]=[C:4]([CH:13]2[CH2:18][N:17]([C:19]([N:21]3[CH2:26][CH2:25][O:24][CH2:23][CH2:22]3)=[O:20])[CH2:16][CH:15]([C:27]([OH:29])=O)[CH2:14]2)[CH:5]=[CH:6][C:7]=1[O:8][C:9]([F:12])([F:11])[F:10].O[NH:31][C:32]([CH:34]1[CH2:36][CH2:35]1)=[NH:33]. (7) Given the product [F:1][C:2]1[CH:3]=[C:4]([NH:12][S:13]([C:16]2[CH:21]=[CH:20][C:19]([C:27]3[CH:32]=[CH:31][CH:30]=[CH:29][N:28]=3)=[CH:18][C:17]=2[CH3:25])(=[O:15])=[O:14])[CH:5]=[CH:6][C:7]=1[C:8]([O:10][CH3:11])=[O:9], predict the reactants needed to synthesize it. The reactants are: [F:1][C:2]1[CH:3]=[C:4]([NH:12][S:13]([C:16]2[CH:21]=[CH:20][C:19](B(O)O)=[CH:18][C:17]=2[CH3:25])(=[O:15])=[O:14])[CH:5]=[CH:6][C:7]=1[C:8]([O:10][CH3:11])=[O:9].Br[C:27]1[CH:32]=[CH:31][CH:30]=[CH:29][N:28]=1.C(=O)([O-])[O-].[Na+].[Na+].